Dataset: Reaction yield outcomes from USPTO patents with 853,638 reactions. Task: Predict the reaction yield, written as a fraction of the theoretical maximum amount of product (1.0 means a 100% yield; for example, 0.34 means a 34% yield). (1) The reactants are [OH:1][C:2]1[CH:9]=[CH:8][C:5]([CH:6]=[O:7])=[CH:4][CH:3]=1.Cl[C:11]1[CH:18]=[CH:17][C:14]([C:15]#[N:16])=[CH:13][N:12]=1.C(=O)([O-])[O-].[K+].[K+].O. The catalyst is CN(C)C=O. The product is [CH:6]([C:5]1[CH:8]=[CH:9][C:2]([O:1][C:11]2[CH:18]=[CH:17][C:14]([C:15]#[N:16])=[CH:13][N:12]=2)=[CH:3][CH:4]=1)=[O:7]. The yield is 0.550. (2) The reactants are [S:1]1[C:9]2[CH2:8][CH2:7][NH:6][C:5](=[O:10])[C:4]=2[CH:3]=[CH:2]1.Br[C:12]1[CH:13]=[N:14][CH:15]=[CH:16][CH:17]=1.P([O-])([O-])([O-])=O.[K+].[K+].[K+]. The catalyst is [Cu](I)I.O1CCOCC1. The product is [N:14]1[CH:15]=[CH:16][CH:17]=[C:12]([N:6]2[CH2:7][CH2:8][C:9]3[S:1][CH:2]=[CH:3][C:4]=3[C:5]2=[O:10])[CH:13]=1. The yield is 0.500.